From a dataset of NCI-60 drug combinations with 297,098 pairs across 59 cell lines. Regression. Given two drug SMILES strings and cell line genomic features, predict the synergy score measuring deviation from expected non-interaction effect. (1) Drug 1: CCC1(CC2CC(C3=C(CCN(C2)C1)C4=CC=CC=C4N3)(C5=C(C=C6C(=C5)C78CCN9C7C(C=CC9)(C(C(C8N6C=O)(C(=O)OC)O)OC(=O)C)CC)OC)C(=O)OC)O.OS(=O)(=O)O. Drug 2: C1C(C(OC1N2C=NC3=C2NC=NCC3O)CO)O. Cell line: COLO 205. Synergy scores: CSS=31.4, Synergy_ZIP=8.77, Synergy_Bliss=8.93, Synergy_Loewe=-11.1, Synergy_HSA=10.1. (2) Drug 1: CC=C1C(=O)NC(C(=O)OC2CC(=O)NC(C(=O)NC(CSSCCC=C2)C(=O)N1)C(C)C)C(C)C. Drug 2: C1=NNC2=C1C(=O)NC=N2. Cell line: LOX IMVI. Synergy scores: CSS=37.4, Synergy_ZIP=-1.79, Synergy_Bliss=1.43, Synergy_Loewe=-38.7, Synergy_HSA=0.658. (3) Drug 1: CC(C1=C(C=CC(=C1Cl)F)Cl)OC2=C(N=CC(=C2)C3=CN(N=C3)C4CCNCC4)N. Drug 2: C1=CC=C(C=C1)NC(=O)CCCCCCC(=O)NO. Cell line: KM12. Synergy scores: CSS=24.5, Synergy_ZIP=-6.25, Synergy_Bliss=-7.97, Synergy_Loewe=-9.87, Synergy_HSA=-5.05. (4) Drug 1: CCN(CC)CCNC(=O)C1=C(NC(=C1C)C=C2C3=C(C=CC(=C3)F)NC2=O)C. Drug 2: C(=O)(N)NO. Cell line: MDA-MB-435. Synergy scores: CSS=15.9, Synergy_ZIP=-4.78, Synergy_Bliss=3.03, Synergy_Loewe=-5.49, Synergy_HSA=1.87. (5) Drug 1: CC1=C(C(=CC=C1)Cl)NC(=O)C2=CN=C(S2)NC3=CC(=NC(=N3)C)N4CCN(CC4)CCO. Drug 2: CNC(=O)C1=NC=CC(=C1)OC2=CC=C(C=C2)NC(=O)NC3=CC(=C(C=C3)Cl)C(F)(F)F. Cell line: HCT116. Synergy scores: CSS=53.8, Synergy_ZIP=9.55, Synergy_Bliss=11.9, Synergy_Loewe=3.64, Synergy_HSA=8.29. (6) Drug 1: C1C(C(OC1N2C=C(C(=O)NC2=O)F)CO)O. Drug 2: CC(C)(C#N)C1=CC(=CC(=C1)CN2C=NC=N2)C(C)(C)C#N. Cell line: DU-145. Synergy scores: CSS=14.1, Synergy_ZIP=-0.378, Synergy_Bliss=1.29, Synergy_Loewe=-8.11, Synergy_HSA=-3.18. (7) Drug 1: CC1=CC=C(C=C1)C2=CC(=NN2C3=CC=C(C=C3)S(=O)(=O)N)C(F)(F)F. Drug 2: C1=CN(C(=O)N=C1N)C2C(C(C(O2)CO)O)O.Cl. Cell line: HL-60(TB). Synergy scores: CSS=46.5, Synergy_ZIP=2.97, Synergy_Bliss=1.96, Synergy_Loewe=-32.6, Synergy_HSA=1.61. (8) Drug 1: C1CCC(C1)C(CC#N)N2C=C(C=N2)C3=C4C=CNC4=NC=N3. Drug 2: CC(CN1CC(=O)NC(=O)C1)N2CC(=O)NC(=O)C2. Cell line: OVCAR3. Synergy scores: CSS=15.7, Synergy_ZIP=1.63, Synergy_Bliss=1.68, Synergy_Loewe=-2.47, Synergy_HSA=-2.34. (9) Drug 1: CCC1=CC2CC(C3=C(CN(C2)C1)C4=CC=CC=C4N3)(C5=C(C=C6C(=C5)C78CCN9C7C(C=CC9)(C(C(C8N6C)(C(=O)OC)O)OC(=O)C)CC)OC)C(=O)OC.C(C(C(=O)O)O)(C(=O)O)O. Drug 2: CC1=CC2C(CCC3(C2CCC3(C(=O)C)OC(=O)C)C)C4(C1=CC(=O)CC4)C. Cell line: UACC62. Synergy scores: CSS=49.2, Synergy_ZIP=3.27, Synergy_Bliss=2.22, Synergy_Loewe=-52.5, Synergy_HSA=2.11.